This data is from Experimentally validated miRNA-target interactions with 360,000+ pairs, plus equal number of negative samples. The task is: Binary Classification. Given a miRNA mature sequence and a target amino acid sequence, predict their likelihood of interaction. (1) The miRNA is hsa-miR-508-3p with sequence UGAUUGUAGCCUUUUGGAGUAGA. The protein sequence of the target gene is MATDDKTSPTLDSANDLPRSPTSPSHLTHFKPLTPDQDEPPFKSAYSSFVNLFRFNKERAEGGQGEQQPLSGSWTSPQLPSRTQSVRSPTPYKKQLNEELQRRSSALDTRRKAEPTFGGHDPRTAVQLRSLSTVLKRLKEIMEGKSQDSDLKQYWMPDSQCKECYDCSEKFTTFRRRHHCRLCGQIFCSRCCNQEIPGKFMGYTGDLRACTYCRKIALSYAHSTDSNSIGEDLNALSDSACSVSVLDPSEPRTPVGSRKASRNIFLEDDLAWQSLIHPDSSNTPLSTRLVSVQEDAGKSP.... Result: 1 (interaction). (2) The miRNA is hsa-miR-4653-5p with sequence UCUCUGAGCAAGGCUUAACACC. The protein sequence of the target gene is MRGSVECTWGWGHCAPSPLLLWTLLLFAAPFGLLGEKTRQVSLEVIPNWLGPLQNLLHIRAVGTNSTLHYVWSSLGPLAVVMVATNTPHSTLSVNWSLLLSPEPDGGLMVLPKDSIQFSSALVFTRLLEFDSTNVSDTAAKPLGRPYPPYSLADFSWNNITDSLDPATLSATFQGHPMNDPTRTFANGSLAFRVQAFSRSSRPAQPPRLLHTADTCQLEVALIGASPRGNRSLFGLEVATLGQGPDCPSMQEQHSIDDEYAPAVFQLDQLLWGSLPSGFAQWRPVAYSQKPGGRESALPC.... Result: 1 (interaction).